This data is from NCI-60 drug combinations with 297,098 pairs across 59 cell lines. The task is: Regression. Given two drug SMILES strings and cell line genomic features, predict the synergy score measuring deviation from expected non-interaction effect. (1) Drug 1: C1CCN(CC1)CCOC2=CC=C(C=C2)C(=O)C3=C(SC4=C3C=CC(=C4)O)C5=CC=C(C=C5)O. Drug 2: C1=NC2=C(N1)C(=S)N=C(N2)N. Cell line: LOX IMVI. Synergy scores: CSS=42.2, Synergy_ZIP=0.0418, Synergy_Bliss=-2.34, Synergy_Loewe=-1.99, Synergy_HSA=-0.730. (2) Drug 1: C1=NC2=C(N1)C(=S)N=C(N2)N. Drug 2: C1C(C(OC1N2C=C(C(=O)NC2=O)F)CO)O. Cell line: A549. Synergy scores: CSS=57.6, Synergy_ZIP=-2.10, Synergy_Bliss=-2.34, Synergy_Loewe=-4.41, Synergy_HSA=2.73.